Dataset: Catalyst prediction with 721,799 reactions and 888 catalyst types from USPTO. Task: Predict which catalyst facilitates the given reaction. (1) Reactant: [Br:1][C:2]1[CH:10]=[C:9]2[C:5]([CH:6]=[N:7][NH:8]2)=[C:4]([O:11][CH3:12])[CH:3]=1.F[B-](F)(F)F.[CH3:18][O+](C)C.O. Product: [Br:1][C:2]1[CH:3]=[C:4]([O:11][CH3:12])[C:5]2[C:9]([CH:10]=1)=[N:8][N:7]([CH3:18])[CH:6]=2. The catalyst class is: 12. (2) Reactant: [Si:1]([O:8][C@@H:9]1[C@@H:13]([CH2:14][O:15][Si:16]([C:19]([CH3:22])([CH3:21])[CH3:20])([CH3:18])[CH3:17])[O:12][C@@H:11]([N:23]2[C:41]3[N:40]=[CH:39][N:38]=[C:27]([O:28][C:29]4[CH:34]=[CH:33][C:32]([N+]([O-])=O)=[CH:31][CH:30]=4)[C:26]=3[N:25]=[CH:24]2)[CH2:10]1)([C:4]([CH3:7])([CH3:6])[CH3:5])([CH3:3])[CH3:2].N1(OC2C3N=CN(C=3N=CN=2)[C@@H]2O[C@H](CO[Si](C(C)(C)C)(C)C)[C@@H](O[Si](C(C)(C)C)(C)C)C2)[C:46]2[CH:47]=CC=[CH:50][C:45]=2N=N1.C([O-])([O-])=O.[Cs+].[Cs+].C1(O)C2C(=CC=CC=2)C=CC=1. Product: [Si:16]([O:15][C@@H:14]1[C@@H:13]([CH2:9][O:8][Si:1]([C:4]([CH3:7])([CH3:5])[CH3:6])([CH3:2])[CH3:3])[O:12][C@@H:11]([N:23]2[C:41]3[N:40]=[CH:39][N:38]=[C:27]([O:28][C:29]4[C:34]5[C:33](=[CH:50][CH:45]=[CH:46][CH:47]=5)[CH:32]=[CH:31][CH:30]=4)[C:26]=3[N:25]=[CH:24]2)[CH2:10]1)([C:19]([CH3:21])([CH3:22])[CH3:20])([CH3:17])[CH3:18]. The catalyst class is: 57. (3) Reactant: [CH3:1][O:2][C:3]1[CH:8]=[CH:7][C:6]([NH:9]C(=O)C(C)(C)C)=[C:5]([CH3:16])[C:4]=1[C:17]([F:20])([F:19])[F:18].[OH-].[K+].[OH-].[Na+]. Product: [CH3:1][O:2][C:3]1[CH:8]=[CH:7][C:6]([NH2:9])=[C:5]([CH3:16])[C:4]=1[C:17]([F:18])([F:20])[F:19]. The catalyst class is: 196. (4) Reactant: [CH3:1][O:2][C:3]1[CH:45]=[CH:44][CH:43]=[CH:42][C:4]=1[CH2:5][O:6][CH2:7][CH2:8][CH2:9][O:10][C:11]1[CH:16]=[CH:15][C:14]([C@H:17]2[CH2:22][CH2:21][N:20]([C:23]([O:25][C:26]([CH3:29])([CH3:28])[CH3:27])=[O:24])[CH2:19][C@@H:18]2[O:30][CH2:31][C:32]2[CH:33]=[CH:34][C:35]3[O:39][C:38](=[O:40])[NH:37][C:36]=3[CH:41]=2)=[CH:13][CH:12]=1.[H-].[Na+].Cl[CH2:49][CH2:50][CH2:51][O:52][CH3:53].[I-].[Na+]. Product: [CH3:1][O:2][C:3]1[CH:45]=[CH:44][CH:43]=[CH:42][C:4]=1[CH2:5][O:6][CH2:7][CH2:8][CH2:9][O:10][C:11]1[CH:16]=[CH:15][C:14]([CH:17]2[CH2:22][CH2:21][N:20]([C:23]([O:25][C:26]([CH3:29])([CH3:28])[CH3:27])=[O:24])[CH2:19][CH:18]2[O:30][CH2:31][C:32]2[CH:33]=[CH:34][C:35]3[O:39][C:38](=[O:40])[N:37]([CH2:49][CH2:50][CH2:51][O:52][CH3:53])[C:36]=3[CH:41]=2)=[CH:13][CH:12]=1. The catalyst class is: 9. (5) Reactant: CS(O[CH2:6][CH2:7][CH2:8][N:9]1[C:17](=[O:18])[C:16]2[N:15](CC=C)[C:14]([Cl:22])=[N:13][C:12]=2[N:11]([CH2:23][CH2:24][CH2:25][CH3:26])[C:10]1=[O:27])(=O)=O.C(=O)([O-])[O-].[K+].[K+].[CH2:34]([N:41]1[CH2:46][CH2:45][NH:44][CH2:43][CH2:42]1)[C:35]1[CH:40]=[CH:39][CH:38]=[CH:37][CH:36]=1.N1CCOCC1. Product: [CH2:23]([N:11]1[C:12]2[N:13]=[C:14]([Cl:22])[NH:15][C:16]=2[C:17](=[O:18])[N:9]([CH2:8][CH2:7][CH2:6][N:44]2[CH2:45][CH2:46][N:41]([CH2:34][C:35]3[CH:36]=[CH:37][CH:38]=[CH:39][CH:40]=3)[CH2:42][CH2:43]2)[C:10]1=[O:27])[CH2:24][CH2:25][CH3:26]. The catalyst class is: 128. (6) Reactant: [CH2:1]([C:4]1[CH:9]=[C:8]([O:10][CH2:11][C:12]2[CH:17]=[CH:16][CH:15]=[CH:14][CH:13]=2)[CH:7]=[CH:6][C:5]=1[OH:18])[CH:2]=[CH2:3].[H][H]. Product: [CH2:11]([O:10][C:8]1[CH:7]=[CH:6][C:5]([OH:18])=[C:4]([CH2:1][CH2:2][CH3:3])[CH:9]=1)[C:12]1[CH:13]=[CH:14][CH:15]=[CH:16][CH:17]=1. The catalyst class is: 78. (7) Reactant: [NH2:1][C:2]1[N:7]=[CH:6][N:5]=[C:4]2[N:8]([CH:24]3[CH2:29][CH2:28][C:27](=O)[CH2:26][CH2:25]3)[N:9]=[C:10]([C:11]3[CH:16]=[CH:15][C:14]([O:17][C:18]4[CH:23]=[CH:22][CH:21]=[CH:20][CH:19]=4)=[CH:13][CH:12]=3)[C:3]=12.C(O)(=O)C.[CH3:35][N:36]1[CH2:41][CH2:40][NH:39][CH2:38][CH2:37]1.C(O[BH-](OC(=O)C)OC(=O)C)(=O)C.[Na+]. Product: [CH3:35][N:36]1[CH2:41][CH2:40][N:39]([C@@H:27]2[CH2:28][CH2:29][C@H:24]([N:8]3[C:4]4=[N:5][CH:6]=[N:7][C:2]([NH2:1])=[C:3]4[C:10]([C:11]4[CH:16]=[CH:15][C:14]([O:17][C:18]5[CH:23]=[CH:22][CH:21]=[CH:20][CH:19]=5)=[CH:13][CH:12]=4)=[N:9]3)[CH2:25][CH2:26]2)[CH2:38][CH2:37]1.[CH3:35][N:36]1[CH2:41][CH2:40][N:39]([C@H:27]2[CH2:28][CH2:29][C@H:24]([N:8]3[C:4]4=[N:5][CH:6]=[N:7][C:2]([NH2:1])=[C:3]4[C:10]([C:11]4[CH:16]=[CH:15][C:14]([O:17][C:18]5[CH:23]=[CH:22][CH:21]=[CH:20][CH:19]=5)=[CH:13][CH:12]=4)=[N:9]3)[CH2:25][CH2:26]2)[CH2:38][CH2:37]1. The catalyst class is: 26.